This data is from Forward reaction prediction with 1.9M reactions from USPTO patents (1976-2016). The task is: Predict the product of the given reaction. (1) Given the reactants [NH2:1][C:2]1[N:7]([C:8]2[CH:13]=[CH:12][CH:11]=[CH:10][CH:9]=2)[C:6](SC)=[N:5][C:4](=[O:16])[CH:3]=1.[CH2:17]([O:19][C:20]1[CH:26]=[CH:25][C:23]([NH2:24])=[CH:22][CH:21]=1)[CH3:18].[K+].[Br-], predict the reaction product. The product is: [NH2:1][C:2]1[N:7]([C:8]2[CH:13]=[CH:12][CH:11]=[CH:10][CH:9]=2)[C:6]([NH:24][C:23]2[CH:25]=[CH:26][C:20]([O:19][CH2:17][CH3:18])=[CH:21][CH:22]=2)=[N:5][C:4](=[O:16])[CH:3]=1. (2) The product is: [Cl:1][C:2]1[CH:3]=[CH:4][CH:5]=[C:6]2[C:10]=1[C:9](=[O:11])[N:8]([C:12]1[CH:34]=[CH:33][CH:32]=[C:14]([C:15]([N:17]3[CH2:43][CH2:42][CH:41]([CH:38]4[CH2:37][CH2:36][N:35]([C:47]5[CH:52]=[CH:51][CH:50]=[CH:49][N:48]=5)[CH2:40][CH2:39]4)[CH2:19][CH2:18]3)=[O:16])[CH:13]=1)[CH2:7]2. Given the reactants [Cl:1][C:2]1[CH:3]=[CH:4][CH:5]=[C:6]2[C:10]=1[C:9](=[O:11])[N:8]([C:12]1[CH:13]=[C:14]([CH:32]=[CH:33][CH:34]=1)[C:15]([NH:17][CH2:18][CH2:19]C1CCN(C3C=CN=CC=3)CC1)=[O:16])[CH2:7]2.[N:35]1([C:47]2[CH:52]=[CH:51][CH:50]=[CH:49][N:48]=2)[CH2:40][CH2:39][CH:38]([CH:41]2CCN[CH2:43][CH2:42]2)[CH2:37][CH2:36]1, predict the reaction product. (3) Given the reactants [CH:1]([C:3]1[CH:15]=[CH:14][C:6]([C:7]([N:9]([CH2:12][CH3:13])[CH2:10][CH3:11])=[O:8])=[CH:5][CH:4]=1)=O.N1[C:20]2[CH:21]=[CH:22][CH:23]=[CH:24][C:19]=2N=N1.[CH2:25]([N:28]1[CH2:33][C@H:32]([CH3:34])[NH:31][CH2:30][C@H:29]1[CH3:35])[CH:26]=[CH2:27].C1([Mg]Br)C=CC=CC=1, predict the reaction product. The product is: [CH2:25]([N:28]1[C@H:29]([CH3:35])[CH2:30][N:31]([C@H:1]([C:3]2[CH:15]=[CH:14][C:6]([C:7]([N:9]([CH2:12][CH3:13])[CH2:10][CH3:11])=[O:8])=[CH:5][CH:4]=2)[C:19]2[CH:24]=[CH:23][CH:22]=[CH:21][CH:20]=2)[C@@H:32]([CH3:34])[CH2:33]1)[CH:26]=[CH2:27]. (4) Given the reactants [C:1]([C:3]1[CH:11]=[CH:10][C:6]([C:7](Cl)=[O:8])=[CH:5][CH:4]=1)#[N:2].[CH3:12][O:13][C:14](=[O:20])[CH:15]=[C:16]([NH:18][CH3:19])[CH3:17], predict the reaction product. The product is: [CH3:12][O:13][C:14](=[O:20])[CH:15]([C:7](=[O:8])[C:6]1[CH:10]=[CH:11][C:3]([C:1]#[N:2])=[CH:4][CH:5]=1)/[C:16](=[N:18]/[CH3:19])/[CH3:17]. (5) Given the reactants Cl.[NH2:2][OH:3].[Br:4][C:5]1[CH:6]=[C:7]([CH:13]=O)[S:8][C:9]=1[N+:10]([O-:12])=[O:11].N1C=CC=CC=1, predict the reaction product. The product is: [Br:4][C:5]1[CH:6]=[C:7]([CH:13]=[N:2][OH:3])[S:8][C:9]=1[N+:10]([O-:12])=[O:11]. (6) Given the reactants [CH2:1]([N:3]1[C:7]2[CH:8]=[CH:9][C:10]([C:12]([OH:14])=[O:13])=[CH:11][C:6]=2[N:5]=[C:4]1[CH3:15])[CH3:2].S(Cl)(Cl)=O.[CH3:20]O, predict the reaction product. The product is: [CH3:20][O:13][C:12]([C:10]1[CH:9]=[CH:8][C:7]2[N:3]([CH2:1][CH3:2])[C:4]([CH3:15])=[N:5][C:6]=2[CH:11]=1)=[O:14]. (7) Given the reactants [CH3:1][O:2][C:3]1[CH:4]=[C:5](/[CH:13]=[CH:14]/[C:15]([OH:17])=O)[CH:6]=[C:7]([O:11][CH3:12])[C:8]=1[O:9][CH3:10].C(Cl)(=O)C(Cl)=O.[CH2:24]([O:31][C:32]1[CH:33]=[C:34]([CH2:40][CH2:41][NH2:42])[CH:35]=[CH:36][C:37]=1[O:38][CH3:39])[C:25]1[CH:30]=[CH:29][CH:28]=[CH:27][CH:26]=1.CCN(C(C)C)C(C)C, predict the reaction product. The product is: [CH2:24]([O:31][C:32]1[CH:33]=[C:34]([CH2:40][CH2:41][NH:42][C:15](=[O:17])/[CH:14]=[CH:13]/[C:5]2[CH:6]=[C:7]([O:11][CH3:12])[C:8]([O:9][CH3:10])=[C:3]([O:2][CH3:1])[CH:4]=2)[CH:35]=[CH:36][C:37]=1[O:38][CH3:39])[C:25]1[CH:26]=[CH:27][CH:28]=[CH:29][CH:30]=1.